This data is from Full USPTO retrosynthesis dataset with 1.9M reactions from patents (1976-2016). The task is: Predict the reactants needed to synthesize the given product. (1) Given the product [NH2:1][C:2]1[N:3]=[CH:4][C:5]([C:8]2[CH:9]=[C:10]([CH3:16])[C:11]([O:15][CH2:18][C:19]([O:21][CH3:22])=[O:20])=[C:12]([CH3:14])[CH:13]=2)=[CH:6][N:7]=1, predict the reactants needed to synthesize it. The reactants are: [NH2:1][C:2]1[N:7]=[CH:6][C:5]([C:8]2[CH:13]=[C:12]([CH3:14])[C:11]([OH:15])=[C:10]([CH3:16])[CH:9]=2)=[CH:4][N:3]=1.Br[CH2:18][C:19]([O:21][CH3:22])=[O:20].C(=O)([O-])[O-].[Cs+].[Cs+]. (2) Given the product [CH:14]1([C:9]([C:6]2[CH:5]=[CH:4][C:3]([C:2]([F:1])([F:12])[F:13])=[CH:8][CH:7]=2)([OH:11])[CH3:10])[CH2:16][CH2:15]1, predict the reactants needed to synthesize it. The reactants are: [F:1][C:2]([F:13])([F:12])[C:3]1[CH:8]=[CH:7][C:6]([C:9](=[O:11])[CH3:10])=[CH:5][CH:4]=1.[CH:14]1([Mg]Br)[CH2:16][CH2:15]1.C1(C(C2C=CC(Cl)=CC=2)(O)C)CC1.